From a dataset of Catalyst prediction with 721,799 reactions and 888 catalyst types from USPTO. Predict which catalyst facilitates the given reaction. (1) Reactant: [O:1]=[C:2]1[CH:11]=[CH:10][C:9]2[C:4](=[CH:5][CH:6]=[CH:7][N:8]=2)[N:3]1[CH2:12][C:13]([O:15]C)=[O:14].[OH-].[Na+]. Product: [O:1]=[C:2]1[CH:11]=[CH:10][C:9]2[C:4](=[CH:5][CH:6]=[CH:7][N:8]=2)[N:3]1[CH2:12][C:13]([OH:15])=[O:14]. The catalyst class is: 1. (2) Reactant: [C:1](O)([C:3](F)(F)F)=[O:2].[CH3:8][O:9][C:10]1[CH:11]=[C:12]([CH:37]=[CH:38][C:39]=1[O:40][CH3:41])[CH2:13][C:14]1[N:18]([C:19]2[CH:24]=[C:23]([CH3:25])[N:22]=[C:21]([CH3:26])[N:20]=2)[N:17]=[C:16]([NH:27]CC2C=CC(OC)=CC=2)[N:15]=1.C([O-])(O)=O.[Na+].C(Cl)(C)=O. The catalyst class is: 47. Product: [CH3:8][O:9][C:10]1[CH:11]=[C:12]([CH:37]=[CH:38][C:39]=1[O:40][CH3:41])[CH2:13][C:14]1[N:18]([C:19]2[CH:24]=[C:23]([CH3:25])[N:22]=[C:21]([CH3:26])[N:20]=2)[N:17]=[C:16]([NH:27][C:1](=[O:2])[CH3:3])[N:15]=1. (3) Reactant: [CH2:1]([NH:3][C:4](=[O:26])[O:5][CH2:6][CH:7]([NH:18]C(OC(C)(C)C)=O)[C:8]1[CH:13]=[CH:12][CH:11]=[CH:10][C:9]=1[C:14]([F:17])([F:16])[F:15])[CH3:2].[ClH:27]. Product: [ClH:27].[CH2:1]([NH:3][C:4](=[O:26])[O:5][CH2:6][CH:7]([NH2:18])[C:8]1[CH:13]=[CH:12][CH:11]=[CH:10][C:9]=1[C:14]([F:15])([F:16])[F:17])[CH3:2]. The catalyst class is: 12.